From a dataset of Forward reaction prediction with 1.9M reactions from USPTO patents (1976-2016). Predict the product of the given reaction. (1) Given the reactants [CH:1](=O)[CH:2]=[CH:3][C:4]1[CH:9]=[CH:8][CH:7]=[CH:6][CH:5]=1.C(O)(=O)C.[CH3:15][C:16]([CH3:39])([CH3:38])[C:17]([O:19][C:20]1[C:25](=[O:26])[N:24]([CH3:27])[C:23]([C:28]2[S:29][CH:30]=[CH:31][C:32]=2[NH2:33])=[N:22][C:21]=1[C:34]([O:36][CH3:37])=[O:35])=[O:18].C(O[BH-](OC(=O)C)OC(=O)C)(=O)C.[Na+].C(=O)([O-])O.[Na+], predict the reaction product. The product is: [CH3:15][C:16]([CH3:39])([CH3:38])[C:17]([O:19][C:20]1[C:25](=[O:26])[N:24]([CH3:27])[C:23]([C:28]2[S:29][CH:30]=[CH:31][C:32]=2[NH:33][CH2:1]/[CH:2]=[CH:3]/[C:4]2[CH:9]=[CH:8][CH:7]=[CH:6][CH:5]=2)=[N:22][C:21]=1[C:34]([O:36][CH3:37])=[O:35])=[O:18]. (2) The product is: [C:1]([Si:5]([CH3:24])([CH3:23])[O:6][C:7]1[CH:16]=[C:15]2[C:10]([C:11]([CH:18]3[CH2:22][CH2:21][CH2:20][CH2:19]3)=[CH:12][CH:13]([OH:17])[O:14]2)=[CH:9][CH:8]=1)([CH3:4])([CH3:3])[CH3:2]. Given the reactants [C:1]([Si:5]([CH3:24])([CH3:23])[O:6][C:7]1[CH:16]=[C:15]2[C:10]([C:11]([CH:18]3[CH2:22][CH2:21][CH2:20][CH2:19]3)=[CH:12][C:13](=[O:17])[O:14]2)=[CH:9][CH:8]=1)([CH3:4])([CH3:3])[CH3:2].CC(C[AlH]CC(C)C)C, predict the reaction product. (3) Given the reactants [CH2:1]([O:3][C:4]([C:6]1[C:10]([CH2:11][CH2:12][C:13]2[CH:18]=[CH:17][C:16]([Br:19])=[CH:15][CH:14]=2)=[C:9]([CH3:20])[S:8][C:7]=1[NH2:21])=[O:5])[CH3:2].[C:22]1(=O)[O:27][C:25](=[O:26])[C:24]2=[CH:28][CH:29]=[CH:30][CH:31]=[C:23]12, predict the reaction product. The product is: [CH2:1]([O:3][C:4]([C:6]1[C:10]([CH2:11][CH2:12][C:13]2[CH:14]=[CH:15][C:16]([Br:19])=[CH:17][CH:18]=2)=[C:9]([CH3:20])[S:8][C:7]=1[N:21]1[C:25](=[O:26])[C:24]2[C:23](=[CH:31][CH:30]=[CH:29][CH:28]=2)[C:22]1=[O:27])=[O:5])[CH3:2].